Regression. Given a peptide amino acid sequence and an MHC pseudo amino acid sequence, predict their binding affinity value. This is MHC class II binding data. From a dataset of Peptide-MHC class II binding affinity with 134,281 pairs from IEDB. (1) The peptide sequence is SSVLKRYDLELWEKL. The MHC is DRB1_0101 with pseudo-sequence DRB1_0101. The binding affinity (normalized) is 0.383. (2) The peptide sequence is APQLPDDLMIRVIAQ. The MHC is DRB1_0401 with pseudo-sequence DRB1_0401. The binding affinity (normalized) is 0.258. (3) The peptide sequence is YDKGLANVSTVLTGK. The MHC is DRB1_1101 with pseudo-sequence DRB1_1101. The binding affinity (normalized) is 0.589. (4) The peptide sequence is IYWTIVKPGDILLIN. The MHC is DRB1_1302 with pseudo-sequence DRB1_1302. The binding affinity (normalized) is 0.544. (5) The peptide sequence is GKTRRILPQIIKEAINRR. The MHC is DRB1_1101 with pseudo-sequence DRB1_1101. The binding affinity (normalized) is 0.443.